This data is from Peptide-MHC class I binding affinity with 185,985 pairs from IEDB/IMGT. The task is: Regression. Given a peptide amino acid sequence and an MHC pseudo amino acid sequence, predict their binding affinity value. This is MHC class I binding data. (1) The peptide sequence is MPVGGQSSF. The MHC is HLA-B15:42 with pseudo-sequence HLA-B15:42. The binding affinity (normalized) is 0.213. (2) The peptide sequence is AVFIHNFKR. The MHC is HLA-A33:01 with pseudo-sequence HLA-A33:01. The binding affinity (normalized) is 0.566. (3) The peptide sequence is CTELKLSDY. The MHC is HLA-B48:01 with pseudo-sequence HLA-B48:01. The binding affinity (normalized) is 0.0847. (4) The peptide sequence is VYFSPWFFL. The MHC is HLA-A01:01 with pseudo-sequence HLA-A01:01. The binding affinity (normalized) is 0.0847. (5) The peptide sequence is EVFEIIRSY. The MHC is HLA-B44:02 with pseudo-sequence HLA-B44:02. The binding affinity (normalized) is 0.0847. (6) The peptide sequence is PLWESATEV. The MHC is HLA-B40:01 with pseudo-sequence HLA-B40:01. The binding affinity (normalized) is 0.0847. (7) The MHC is HLA-B53:01 with pseudo-sequence HLA-B53:01. The binding affinity (normalized) is 0.325. The peptide sequence is IPLTTAAKL.